This data is from Reaction yield outcomes from USPTO patents with 853,638 reactions. The task is: Predict the reaction yield, written as a fraction of the theoretical maximum amount of product (1.0 means a 100% yield; for example, 0.34 means a 34% yield). (1) The reactants are [S:1]1[C:5]([C:6]([OH:8])=O)=[CH:4][N:3]=[CH:2]1.[Li]CCCC.CN(OC)[C:16](=[O:21])[C:17]([F:20])([F:19])[F:18].[CH:24]1[CH:25]=[CH:26][C:27]2N(O)N=N[C:28]=2[CH:29]=1.C[CH2:35][N:36]=[C:37]=NCCCN(C)C.C(CN)C1C=CC=CC=1. The catalyst is C1COCC1.CN(C=O)C. The product is [CH2:35]([N:36]([CH3:37])[C:6]([C:5]1[S:1][C:2]([C:16](=[O:21])[C:17]([F:18])([F:19])[F:20])=[N:3][CH:4]=1)=[O:8])[C:28]1[CH:27]=[CH:26][CH:25]=[CH:24][CH:29]=1. The yield is 0.0300. (2) The reactants are [I:1][C:2]1[CH:9]=[CH:8][CH:7]=[CH:6][C:3]=1[CH2:4][OH:5]. The catalyst is ClCCl.[O-2].[Mn+2]. The product is [I:1][C:2]1[CH:9]=[CH:8][CH:7]=[CH:6][C:3]=1[CH:4]=[O:5]. The yield is 0.910.